Task: Predict which catalyst facilitates the given reaction.. Dataset: Catalyst prediction with 721,799 reactions and 888 catalyst types from USPTO (1) Reactant: [CH:1]([C:4]1[CH:9]=[CH:8][C:7]([C:10]2[N:11]=[C:12]([NH2:15])[S:13][CH:14]=2)=[CH:6][CH:5]=1)([CH3:3])[CH3:2].[C:16]([O:20][C:21](=[O:27])[CH2:22][S:23](Cl)(=[O:25])=[O:24])([CH3:19])([CH3:18])[CH3:17]. Product: [C:16]([O:20][C:21](=[O:27])[CH2:22][S:23](=[O:24])(=[O:25])[NH:15][C:12]1[S:13][CH:14]=[C:10]([C:7]2[CH:6]=[CH:5][C:4]([CH:1]([CH3:3])[CH3:2])=[CH:9][CH:8]=2)[N:11]=1)([CH3:19])([CH3:17])[CH3:18]. The catalyst class is: 142. (2) Reactant: [NH:1]1[C:9]2[CH:8]=[CH:7][CH:6]=[C:5]([C:10]([OH:12])=[O:11])[C:4]=2[CH2:3][CH2:2]1.[O:13](C(OC(C)(C)C)=O)[C:14]([O:16][C:17]([CH3:20])([CH3:19])[CH3:18])=O.CCN(CC)CC.Cl.N1C2C(=CC=CC=2)C=C1. Product: [C:17]([O:16][C:14]([N:1]1[C:9]2[CH:8]=[CH:7][CH:6]=[C:5]([C:10]([OH:12])=[O:11])[C:4]=2[CH:3]=[CH:2]1)=[O:13])([CH3:20])([CH3:19])[CH3:18]. The catalyst class is: 329. (3) Reactant: [F:1][C:2]1[CH:7]=[CH:6][C:5]([F:8])=[CH:4][C:3]=1[S:9]([N:12]([C:16]1[CH:21]=[CH:20][CH:19]=[C:18]([C:22]2[C:26]([C:27]3[CH:32]=[CH:31][N:30]=[CH:29][CH:28]=3)=[CH:25][N:24]([CH:33]([CH3:35])[CH3:34])[N:23]=2)[C:17]=1[F:36])COC)(=[O:11])=[O:10]. Product: [F:1][C:2]1[CH:7]=[CH:6][C:5]([F:8])=[CH:4][C:3]=1[S:9]([NH:12][C:16]1[CH:21]=[CH:20][CH:19]=[C:18]([C:22]2[C:26]([C:27]3[CH:32]=[CH:31][N:30]=[CH:29][CH:28]=3)=[CH:25][N:24]([CH:33]([CH3:34])[CH3:35])[N:23]=2)[C:17]=1[F:36])(=[O:10])=[O:11]. The catalyst class is: 484. (4) Reactant: [CH3:1][NH:2][CH2:3][CH2:4][NH:5][C:6](=[O:33])[C:7]1[CH:12]=[CH:11][C:10](/[CH:13]=[CH:14]/[CH:15]([C:20]2[CH:25]=[C:24]([Cl:26])[C:23]([Cl:27])=[C:22]([Cl:28])[CH:21]=2)[C:16]([F:19])([F:18])[F:17])=[CH:9][C:8]=1[C:29]([F:32])([F:31])[F:30].O1CCCC1.[F:46][C:45]([F:48])([F:47])[C:44](O[C:44](=[O:49])[C:45]([F:48])([F:47])[F:46])=[O:49]. Product: [F:19][C:16]([F:17])([F:18])[CH:15]([C:20]1[CH:21]=[C:22]([Cl:28])[C:23]([Cl:27])=[C:24]([Cl:26])[CH:25]=1)/[CH:14]=[CH:13]/[C:10]1[CH:11]=[CH:12][C:7]([C:6]([NH:5][CH2:4][CH2:3][N:2]([CH3:1])[C:44](=[O:49])[C:45]([F:46])([F:47])[F:48])=[O:33])=[C:8]([C:29]([F:32])([F:31])[F:30])[CH:9]=1. The catalyst class is: 4. (5) The catalyst class is: 230. Product: [CH:16]1([C:14]2[NH:13][N:12]=[C:11]([NH:10][C:6]3[N:5]=[C:4]([NH:19][C@H:20]([C:22]4[CH:23]=[CH:24][C:25]([F:28])=[CH:26][CH:27]=4)[CH3:21])[C:3]([CH2:2][NH:1][S:31]([C:30]([F:36])([F:35])[F:29])(=[O:33])=[O:32])=[CH:8][C:7]=3[F:9])[CH:15]=2)[CH2:18][CH2:17]1. Reactant: [NH2:1][CH2:2][C:3]1[C:4]([NH:19][C@H:20]([C:22]2[CH:27]=[CH:26][C:25]([F:28])=[CH:24][CH:23]=2)[CH3:21])=[N:5][C:6]([NH:10][C:11]2[CH:15]=[C:14]([CH:16]3[CH2:18][CH2:17]3)[NH:13][N:12]=2)=[C:7]([F:9])[CH:8]=1.[F:29][C:30]([F:36])([F:35])[S:31](Cl)(=[O:33])=[O:32]. (6) Reactant: Cl[CH2:2][CH2:3][C@H:4]([C:21]1[CH:26]=[CH:25][CH:24]=[CH:23][CH:22]=1)[O:5][C:6]1[CH:11]=[CH:10][C:9]([O:12][C:13]([O:15][C:16]([CH3:19])([CH3:18])[CH3:17])=[O:14])=[CH:8][C:7]=1[CH3:20].[I-:27].[Na+].CC(=O)CC. Product: [I:27][CH2:2][CH2:3][C@H:4]([C:21]1[CH:26]=[CH:25][CH:24]=[CH:23][CH:22]=1)[O:5][C:6]1[CH:11]=[CH:10][C:9]([O:12][C:13]([O:15][C:16]([CH3:19])([CH3:18])[CH3:17])=[O:14])=[CH:8][C:7]=1[CH3:20]. The catalyst class is: 28. (7) Reactant: [CH3:1][C:2]1[CH:7]=[C:6]([O:8][CH3:9])[CH:5]=[CH:4][C:3]=1[O:10][CH3:11].[N+:12]([O-])([OH:14])=[O:13]. Product: [CH3:1][C:2]1[CH:7]=[C:6]([O:8][CH3:9])[C:5]([N+:12]([O-:14])=[O:13])=[CH:4][C:3]=1[O:10][CH3:11]. The catalyst class is: 15.